From a dataset of CYP2C9 inhibition data for predicting drug metabolism from PubChem BioAssay. Regression/Classification. Given a drug SMILES string, predict its absorption, distribution, metabolism, or excretion properties. Task type varies by dataset: regression for continuous measurements (e.g., permeability, clearance, half-life) or binary classification for categorical outcomes (e.g., BBB penetration, CYP inhibition). Dataset: cyp2c9_veith. (1) The molecule is CCCn1nc(NC(=O)CC(C)C)c2cc3ccccc3nc21. The result is 1 (inhibitor). (2) The molecule is Cc1nc2cnc(N3CCOCC3)nc2n(CCc2ccccc2)c1=O. The result is 1 (inhibitor). (3) The compound is Cc1ccc(C)c(Nc2c([N+](=O)[O-])cc(C(=O)N3CC(=O)Nc4ccccc43)cc2[N+](=O)[O-])c1. The result is 1 (inhibitor). (4) The compound is O=C(O)CCCc1ccc2ccc3ccccc3c2c1. The result is 0 (non-inhibitor). (5) The drug is CC(=O)NN1C(=O)c2ccc(Oc3ccc([N+](=O)[O-])cc3)cc2C1=O. The result is 0 (non-inhibitor). (6) The molecule is Cc1n[nH]c(=S)n1/N=C/c1ccccc1OCc1ccc(Cl)cc1. The result is 0 (non-inhibitor). (7) The drug is Cc1cc(-c2cccc([N+](=O)[O-])c2)nc2ccc3ccccc3c12.Cl. The result is 0 (non-inhibitor). (8) The molecule is Cc1nc(SC(C(=O)c2ccccc2)c2ccccc2)n[nH]1. The result is 1 (inhibitor). (9) The drug is O=c1c[n+](CCCC[n+]2cc(=O)o[nH]2)[nH]o1. The result is 0 (non-inhibitor).